Dataset: Catalyst prediction with 721,799 reactions and 888 catalyst types from USPTO. Task: Predict which catalyst facilitates the given reaction. (1) Reactant: [CH3:1][C@@:2]12[C:16]([CH3:18])([CH3:17])[C@@H:5]([CH2:6][C@@:7]31[C@@H:12]([CH3:13])[CH2:11][O:10][C:9]([CH3:15])([CH3:14])[O:8]3)[CH2:4][CH2:3]2. Product: [CH3:1][C@@:2]12[C:16]([CH3:17])([CH3:18])[C@@H:5]([CH2:6][C@@:7]31[C@H:12]([CH3:13])[CH2:11][O:10][C:9]([CH3:15])([CH3:14])[O:8]3)[CH2:4][CH2:3]2. The catalyst class is: 14. (2) Reactant: Cl[C:2]1[C:3]([C:8]([C:10]2[C:15](Cl)=[N:14][CH:13]=[CH:12][N:11]=2)=[O:9])=NC=CN=1.[NH3:17].C(=O)(O)[O-].[Na+]. Product: [C:3]1([C:8]([C:10]2[C:15]([NH2:17])=[N:14][CH:13]=[CH:12][N:11]=2)=[O:9])[CH:2]=[CH:10][CH:8]=[CH:3][CH:2]=1. The catalyst class is: 8. (3) Reactant: [OH:1][CH2:2][CH2:3][C@H:4]1[CH2:8][O:7][C:6]([CH3:10])([CH3:9])[N:5]1[C:11]([O:13][C:14]([CH3:17])([CH3:16])[CH3:15])=[O:12].C(N(C(C)C)C(C)C)C.[CH3:27][S:28](Cl)(=[O:30])=[O:29].O. Product: [C:14]([O:13][C:11]([N:5]1[C@@H:4]([CH2:3][CH2:2][O:1][S:28]([CH3:27])(=[O:30])=[O:29])[CH2:8][O:7][C:6]1([CH3:10])[CH3:9])=[O:12])([CH3:17])([CH3:16])[CH3:15]. The catalyst class is: 4. (4) Reactant: [C:1]([CH2:3][C:4]([NH:6][C:7]1[C:8]([Cl:17])=[N:9][C:10]([Cl:16])=[CH:11][C:12]=1[NH:13][CH2:14][CH3:15])=O)#[N:2].[N:18]([O-])=[O:19].[Na+]. Product: [Cl:17][C:8]1[C:7]2[N:6]=[C:4](/[C:3](=[N:18]/[OH:19])/[C:1]#[N:2])[N:13]([CH2:14][CH3:15])[C:12]=2[CH:11]=[C:10]([Cl:16])[N:9]=1. The catalyst class is: 15. (5) Reactant: B(Br)(Br)Br.[Br:5][C:6]1[CH:29]=[C:28]([O:30]C)[C:27]([O:32]C)=[CH:26][C:7]=1[CH:8]=[C:9]1[C:13](=[O:14])[N:12]([C:15]2[CH:20]=[C:19]([Cl:21])[CH:18]=[C:17]([Cl:22])[CH:16]=2)[N:11]=[C:10]1[CH:23]([CH3:25])[CH3:24].O. Product: [Br:5][C:6]1[CH:29]=[C:28]([OH:30])[C:27]([OH:32])=[CH:26][C:7]=1[CH:8]=[C:9]1[C:13](=[O:14])[N:12]([C:15]2[CH:16]=[C:17]([Cl:22])[CH:18]=[C:19]([Cl:21])[CH:20]=2)[N:11]=[C:10]1[CH:23]([CH3:25])[CH3:24]. The catalyst class is: 4.